This data is from Forward reaction prediction with 1.9M reactions from USPTO patents (1976-2016). The task is: Predict the product of the given reaction. (1) Given the reactants Cl[C:2]1[N:7]=[CH:6][N:5]=[C:4]([NH2:8])[C:3]=1[C:9]1[O:10][C:11]([CH3:14])=[N:12][N:13]=1.[NH2:15][C@H:16]([C:19]1[N:28]([C:29]2[CH:34]=[CH:33][CH:32]=[CH:31][C:30]=2[F:35])[C:27](=[O:36])[C:26]2[C:21](=[CH:22][CH:23]=[CH:24][CH:25]=2)[N:20]=1)[CH2:17][CH3:18].CCN(C(C)C)C(C)C.CCOC(C)=O, predict the reaction product. The product is: [NH2:8][C:4]1[N:5]=[CH:6][N:7]=[C:2]([NH:15][C@H:16]([C:19]2[N:28]([C:29]3[CH:34]=[CH:33][CH:32]=[CH:31][C:30]=3[F:35])[C:27](=[O:36])[C:26]3[C:21](=[CH:22][CH:23]=[CH:24][CH:25]=3)[N:20]=2)[CH2:17][CH3:18])[C:3]=1[C:9]1[O:10][C:11]([CH3:14])=[N:12][N:13]=1. (2) Given the reactants [Cl:1][C:2]1[CH:3]=[C:4]([NH:9][C:10]2[N:15]=[C:14]([NH:16][CH2:17][CH2:18][CH2:19][O:20][CH3:21])[C:13]([C:22]3[S:23][C:24]([C:33]([O:35]CC)=[O:34])=[C:25]([C:27]4[CH:31]=[CH:30][N:29]([CH3:32])[N:28]=4)[N:26]=3)=[CH:12][N:11]=2)[CH:5]=[CH:6][C:7]=1[F:8].O.[OH-].[Ba+2].[OH-].O.Cl, predict the reaction product. The product is: [Cl:1][C:2]1[CH:3]=[C:4]([NH:9][C:10]2[N:15]=[C:14]([NH:16][CH2:17][CH2:18][CH2:19][O:20][CH3:21])[C:13]([C:22]3[S:23][C:24]([C:33]([OH:35])=[O:34])=[C:25]([C:27]4[CH:31]=[CH:30][N:29]([CH3:32])[N:28]=4)[N:26]=3)=[CH:12][N:11]=2)[CH:5]=[CH:6][C:7]=1[F:8]. (3) Given the reactants [F:1][C:2]1[CH:11]=[C:10]([C:12](=[O:14])[CH3:13])[C:9]([OH:15])=[C:8]2[C:3]=1[CH:4]=[CH:5][CH:6]=[N:7]2.C(N(CC)CC)C.[F:23][C:24]([F:37])([F:36])[S:25](O[S:25]([C:24]([F:37])([F:36])[F:23])(=[O:27])=[O:26])(=[O:27])=[O:26], predict the reaction product. The product is: [F:23][C:24]([F:37])([F:36])[S:25]([O:15][C:9]1[C:10]([C:12](=[O:14])[CH3:13])=[CH:11][C:2]([F:1])=[C:3]2[C:8]=1[N:7]=[CH:6][CH:5]=[CH:4]2)(=[O:27])=[O:26]. (4) Given the reactants [CH3:1][N:2]([CH3:7])[CH2:3][C:4](O)=[O:5].CCN(CC)CC.[Cl-].[NH2:16][C:17]([C:19]1[C:27]2[C:23](=[CH:24][N:25]([C:28]3[CH:33]=[CH:32][C:31]([NH3+:34])=[CH:30][CH:29]=3)[N:26]=2)[CH:22]=[CH:21][CH:20]=1)=[O:18].C([O-])(O)=O.[Na+], predict the reaction product. The product is: [CH3:1][N:2]([CH3:7])[CH2:3][C:4]([NH:34][C:31]1[CH:30]=[CH:29][C:28]([N:25]2[CH:24]=[C:23]3[C:27]([C:19]([C:17]([NH2:16])=[O:18])=[CH:20][CH:21]=[CH:22]3)=[N:26]2)=[CH:33][CH:32]=1)=[O:5]. (5) Given the reactants C[Mg]Br.[C:4]1(C)C=CC=CC=1.[Br:11][C:12]1[CH:25]=[CH:24][C:15]([C:16]([C:18]2C=CC=CC=2)=[O:17])=[CH:14][CH:13]=1, predict the reaction product. The product is: [Br:11][C:12]1[CH:13]=[CH:14][C:15]([C:16]([OH:17])([CH3:18])[CH3:4])=[CH:24][CH:25]=1. (6) Given the reactants [C:1]([C:4]1[C:8]([CH3:9])=[C:7]([C:10]2[CH:15]=[CH:14][N:13]=[CH:12][CH:11]=2)[NH:6][C:5]=1Br)(=[O:3])[CH3:2].[S:17]1[CH:21]=[CH:20][CH:19]=[C:18]1B(O)O, predict the reaction product. The product is: [C:1]([C:4]1[C:8]([CH3:9])=[C:7]([C:10]2[CH:15]=[CH:14][N:13]=[CH:12][CH:11]=2)[NH:6][C:5]=1[C:18]1[S:17][CH:21]=[CH:20][CH:19]=1)(=[O:3])[CH3:2]. (7) Given the reactants [O:1]=[C:2]1[C:11]2[C:6](=[CH:7][CH:8]=[C:9]([C:12]3[CH:26]=[CH:25][C:15]([CH2:16][N:17]4[CH2:20][CH:19]([C:21]([O:23]C)=[O:22])[CH2:18]4)=[CH:14][CH:13]=3)[CH:10]=2)[O:5][C:4]([C:27]2[CH:32]=[CH:31][CH:30]=[CH:29][CH:28]=2)=[CH:3]1.COC(C1CN(CC2C=CC(OCC3C4C=C(Cl)C=CC=4OC=3)=CC=2)C1)=O, predict the reaction product. The product is: [O:1]=[C:2]1[C:11]2[C:6](=[CH:7][CH:8]=[C:9]([C:12]3[CH:26]=[CH:25][C:15]([CH2:16][N:17]4[CH2:20][CH:19]([C:21]([OH:23])=[O:22])[CH2:18]4)=[CH:14][CH:13]=3)[CH:10]=2)[O:5][C:4]([C:27]2[CH:32]=[CH:31][CH:30]=[CH:29][CH:28]=2)=[CH:3]1.